From a dataset of Full USPTO retrosynthesis dataset with 1.9M reactions from patents (1976-2016). Predict the reactants needed to synthesize the given product. Given the product [Cl:36][C:33]1[CH:32]=[CH:31][C:30]([CH2:29][C:14]2[C:11]3[C:12](=[O:13])[N:7]([CH2:6][CH2:5][CH2:4][OH:3])[C:8](=[O:38])[N:9]([CH3:37])[C:10]=3[N:17]=[CH:16][C:15]=2[O:18][C:19]2[CH:20]=[N:21][C:22]([C:25]([F:27])([F:26])[F:28])=[CH:23][CH:24]=2)=[CH:35][CH:34]=1, predict the reactants needed to synthesize it. The reactants are: C([O:3][CH2:4][CH2:5][CH2:6][N:7]1[C:12](=[O:13])[C:11]2[C:14]([CH2:29][C:30]3[CH:35]=[CH:34][C:33]([Cl:36])=[CH:32][CH:31]=3)=[C:15]([O:18][C:19]3[CH:20]=[N:21][C:22]([C:25]([F:28])([F:27])[F:26])=[CH:23][CH:24]=3)[CH:16]=[N:17][C:10]=2[N:9]([CH3:37])[C:8]1=[O:38])=O.O[Li].O.